From a dataset of Full USPTO retrosynthesis dataset with 1.9M reactions from patents (1976-2016). Predict the reactants needed to synthesize the given product. (1) The reactants are: [Cl:1][C:2]1[S:3][C:4]([C:7]([OH:9])=O)=[CH:5][N:6]=1.[NH:10]1[CH2:15][CH2:14][O:13][CH2:12][CH2:11]1.CN(C(ON1N=NC2C=CC=NC1=2)=[N+](C)C)C.F[P-](F)(F)(F)(F)F.CCN(C(C)C)C(C)C. Given the product [Cl:1][C:2]1[S:3][C:4]([C:7]([N:10]2[CH2:15][CH2:14][O:13][CH2:12][CH2:11]2)=[O:9])=[CH:5][N:6]=1, predict the reactants needed to synthesize it. (2) Given the product [OH:31][C@H:30]([C:29]1[C:21]([CH3:20])=[C:22]2[C:26](=[CH:27][CH:28]=1)[C:25](=[O:33])[O:24][CH2:23]2)[CH2:32][N:9]1[CH2:8][CH2:7][C:5]2([CH2:4][N:3]([C:12]3[CH:19]=[CH:18][C:15]([C:16]#[N:17])=[CH:14][N:13]=3)[C:2](=[O:1])[CH2:6]2)[CH2:11][CH2:10]1, predict the reactants needed to synthesize it. The reactants are: [O:1]=[C:2]1[CH2:6][C:5]2([CH2:11][CH2:10][NH:9][CH2:8][CH2:7]2)[CH2:4][N:3]1[C:12]1[CH:19]=[CH:18][C:15]([C:16]#[N:17])=[CH:14][N:13]=1.[CH3:20][C:21]1[C:29]([C@@H:30]2[CH2:32][O:31]2)=[CH:28][CH:27]=[C:26]2[C:22]=1[CH2:23][O:24][C:25]2=[O:33]. (3) Given the product [C:19]([C:3]1[CH:4]=[C:5]([O:6][Si:7]([CH:14]([CH3:16])[CH3:15])([CH:11]([CH3:12])[CH3:13])[CH:8]([CH3:9])[CH3:10])[CH:17]=[CH:18][C:2]=1[C:34]([O:36][CH2:37][CH3:38])=[O:35])([CH3:22])([CH3:20])[CH3:21], predict the reactants needed to synthesize it. The reactants are: Br[C:2]1[CH:18]=[CH:17][C:5]([O:6][Si:7]([CH:14]([CH3:16])[CH3:15])([CH:11]([CH3:13])[CH3:12])[CH:8]([CH3:10])[CH3:9])=[CH:4][C:3]=1[C:19]([CH3:22])([CH3:21])[CH3:20].C([Li])(C)(C)C.CCCCC.Cl[C:34]([O:36][CH2:37][CH3:38])=[O:35]. (4) Given the product [CH2:9]([O:8][C:6]1[N:5]=[C:4]([S:11][CH3:12])[N:3]=[C:2]([C:19]2[S:20][C:16]([C:13](=[O:15])[CH3:14])=[CH:17][CH:18]=2)[CH:7]=1)[CH3:10], predict the reactants needed to synthesize it. The reactants are: Cl[C:2]1[CH:7]=[C:6]([O:8][CH2:9][CH3:10])[N:5]=[C:4]([S:11][CH3:12])[N:3]=1.[C:13]([C:16]1[S:20][C:19](B(O)O)=[CH:18][CH:17]=1)(=[O:15])[CH3:14].C(=O)([O-])[O-].[K+].[K+].O.